From a dataset of Full USPTO retrosynthesis dataset with 1.9M reactions from patents (1976-2016). Predict the reactants needed to synthesize the given product. (1) Given the product [Br:25][C:26]1[CH:37]=[CH:36][C:29]([C:30]([C:13]2[CH:18]=[CH:17][C:16]([N:19]3[CH2:24][CH2:23][O:22][CH2:21][CH2:20]3)=[CH:15][CH:14]=2)=[O:31])=[CH:28][CH:27]=1, predict the reactants needed to synthesize it. The reactants are: C([Li])CCC.CCCCCC.Br[C:13]1[CH:18]=[CH:17][C:16]([N:19]2[CH2:24][CH2:23][O:22][CH2:21][CH2:20]2)=[CH:15][CH:14]=1.[Br:25][C:26]1[CH:37]=[CH:36][C:29]([C:30](N(OC)C)=[O:31])=[CH:28][CH:27]=1. (2) Given the product [CH3:3][N:4]([CH2:14][C:15]1[CH:16]=[C:17]([C:21]2[CH:26]=[CH:25][C:24]([CH2:27][CH2:28][C:29]([OH:31])=[O:30])=[CH:23][CH:22]=2)[CH:18]=[CH:19][CH:20]=1)[C:5](=[O:13])[CH2:6][CH2:7][CH2:8][CH2:9][CH2:10][CH2:11][CH3:12], predict the reactants needed to synthesize it. The reactants are: [OH-].[Na+].[CH3:3][N:4]([CH2:14][C:15]1[CH:16]=[C:17]([C:21]2[CH:26]=[CH:25][C:24]([CH2:27][CH2:28][C:29]([O:31]CC)=[O:30])=[CH:23][CH:22]=2)[CH:18]=[CH:19][CH:20]=1)[C:5](=[O:13])[CH2:6][CH2:7][CH2:8][CH2:9][CH2:10][CH2:11][CH3:12].O.C(O)(=O)C. (3) Given the product [CH3:24][N:2]([CH3:1])[CH:3]1[CH2:4][CH2:5][N:6]([C:9]2[CH:10]=[C:11]([C:21]([NH:25][CH2:26][C:27]3[C:28](=[O:37])[NH:29][C:30]([CH3:36])=[CH:31][C:32]=3[CH2:33][CH2:34][CH3:35])=[O:22])[C:12]3[CH:13]=[N:14][N:15]([CH:18]([CH3:19])[CH3:20])[C:16]=3[CH:17]=2)[CH2:7][CH2:8]1, predict the reactants needed to synthesize it. The reactants are: [CH3:1][N:2]([CH3:24])[CH:3]1[CH2:8][CH2:7][N:6]([C:9]2[CH:10]=[C:11]([C:21](O)=[O:22])[C:12]3[CH:13]=[N:14][N:15]([CH:18]([CH3:20])[CH3:19])[C:16]=3[CH:17]=2)[CH2:5][CH2:4]1.[NH2:25][CH2:26][C:27]1[C:28](=[O:37])[NH:29][C:30]([CH3:36])=[CH:31][C:32]=1[CH2:33][CH2:34][CH3:35].CN1CCOCC1.ON1C2N=CC=CC=2N=N1.C(Cl)CCl. (4) Given the product [N:52]1[CH:53]=[CH:58][CH:57]=[CH:7][C:6]=1[NH:5][C:8](=[O:9])[O:10][CH2:11]/[CH:12]=[C:13](\[CH3:30])/[CH2:14][CH2:15]/[CH:16]=[C:17](\[CH3:29])/[CH2:18][CH2:19]/[CH:20]=[C:21](\[CH3:28])/[CH2:22][CH2:23][CH:24]=[C:25]([CH3:26])[CH3:27], predict the reactants needed to synthesize it. The reactants are: CN1[CH2:7][CH2:6][N:5]([C:8]([O:10][CH2:11][CH:12]=[C:13]([CH3:30])[CH2:14][CH2:15][CH:16]=[C:17]([CH3:29])[CH2:18][CH2:19][CH:20]=[C:21]([CH3:28])[CH2:22][CH2:23][CH:24]=[C:25]([CH3:27])[CH3:26])=[O:9])CC1.C(C/C(/C)=C/CC/C(/C)=C/CO)/C=C(/CCC=C(C)C)\C.[NH2:52][C:53]1[CH:58]=[CH:57]C=CN=1.C1N=CN(C(N2C=NC=C2)=O)C=1.